From a dataset of Peptide-MHC class II binding affinity with 134,281 pairs from IEDB. Regression. Given a peptide amino acid sequence and an MHC pseudo amino acid sequence, predict their binding affinity value. This is MHC class II binding data. (1) The peptide sequence is SGKAFGAMAKKGQED. The MHC is DRB1_0101 with pseudo-sequence DRB1_0101. The binding affinity (normalized) is 0.404. (2) The peptide sequence is EIDTDGDGFIDFNEF. The MHC is DRB1_0701 with pseudo-sequence DRB1_0701. The binding affinity (normalized) is 0.122. (3) The peptide sequence is GEVQIVDKIDAAFKI. The MHC is DRB4_0101 with pseudo-sequence DRB4_0103. The binding affinity (normalized) is 0.599. (4) The MHC is DRB1_0301 with pseudo-sequence DRB1_0301. The peptide sequence is VSWEEEAEISGSSAR. The binding affinity (normalized) is 0.